Dataset: Reaction yield outcomes from USPTO patents with 853,638 reactions. Task: Predict the reaction yield, written as a fraction of the theoretical maximum amount of product (1.0 means a 100% yield; for example, 0.34 means a 34% yield). (1) The reactants are C([O:8][NH:9][C:10](=[O:33])[C:11]([N:17]([C:19]([C:21]1[CH:26]=[CH:25][C:24]([C:27]2[CH:32]=[CH:31][CH:30]=[CH:29][CH:28]=2)=[CH:23][CH:22]=1)=[O:20])[CH3:18])([CH3:16])[C:12]([NH:14][CH3:15])=[O:13])C1C=CC=CC=1.[H][H]. The catalyst is [Pd].CO. The product is [C:24]1([C:27]2[CH:28]=[CH:29][CH:30]=[CH:31][CH:32]=2)[CH:23]=[CH:22][C:21]([C:19]([N:17]([CH3:18])[C:11]([CH3:16])([C:12]([NH:14][CH3:15])=[O:13])[C:10]([NH:9][OH:8])=[O:33])=[O:20])=[CH:26][CH:25]=1. The yield is 0.480. (2) The reactants are [CH2:1]([N:3]([CH:30]1[CH2:35][CH2:34][O:33][CH2:32][CH2:31]1)[C:4]1[C:9]2[CH2:10][CH:11]=[CH:12][CH:13]([OH:29])[CH2:14][CH2:15][C:16]3[CH:25]=[C:24]([CH3:26])[CH:23]=[C:22]([O:27][CH3:28])[C:17]=3[CH2:18][NH:19][C:20](=[O:21])[C:8]=2[CH:7]=[N:6][CH:5]=1)[CH3:2]. The catalyst is CO.[Pd]. The product is [CH2:1]([N:3]([CH:30]1[CH2:35][CH2:34][O:33][CH2:32][CH2:31]1)[C:4]1[C:9]2[CH2:10][CH2:11][CH2:12][CH:13]([OH:29])[CH2:14][CH2:15][C:16]3[CH:25]=[C:24]([CH3:26])[CH:23]=[C:22]([O:27][CH3:28])[C:17]=3[CH2:18][NH:19][C:20](=[O:21])[C:8]=2[CH:7]=[N:6][CH:5]=1)[CH3:2]. The yield is 0.980. (3) The reactants are [C:1]([C@H:4]([N:9]([CH2:20][C:21]1[CH:32]=[CH:31][C:24]([CH2:25]OS(C)(=O)=O)=[CH:23][CH:22]=1)[S:10]([C:13]1[CH:18]=[CH:17][C:16]([Cl:19])=[CH:15][CH:14]=1)(=[O:12])=[O:11])[CH2:5][CH:6]([CH3:8])[CH3:7])(=[O:3])[NH2:2].C[CH2:34][N:35](CC)[CH2:36]C.CNC. The catalyst is C(Cl)Cl. The product is [Cl:19][C:16]1[CH:15]=[CH:14][C:13]([S:10]([N:9]([C@H:4]([CH2:5][CH:6]([CH3:7])[CH3:8])[C:1]([NH2:2])=[O:3])[CH2:20][C:21]2[CH:22]=[CH:23][C:24]([CH2:25][N:35]([CH3:36])[CH3:34])=[CH:31][CH:32]=2)(=[O:12])=[O:11])=[CH:18][CH:17]=1. The yield is 0.710. (4) The reactants are [N:1]1([C:6]2[CH:11]=[CH:10][C:9]([C:12]3[N:16]([C:17]4[CH:22]=[CH:21][C:20]([CH2:23][NH2:24])=[CH:19][C:18]=4[CH3:25])[C:15]([CH2:26][CH2:27][C:28]([O:30]CC)=[O:29])=[CH:14][CH:13]=3)=[CH:8][CH:7]=2)[CH:5]=[CH:4][N:3]=[CH:2]1.O.[OH-].[Li+]. The catalyst is C1COCC1.O. The product is [N:1]1([C:6]2[CH:7]=[CH:8][C:9]([C:12]3[N:16]([C:17]4[CH:22]=[CH:21][C:20]([CH2:23][NH2:24])=[CH:19][C:18]=4[CH3:25])[C:15]([CH2:26][CH2:27][C:28]([OH:30])=[O:29])=[CH:14][CH:13]=3)=[CH:10][CH:11]=2)[CH:5]=[CH:4][N:3]=[CH:2]1. The yield is 0.740. (5) The reactants are [CH:1]([OH:4])([CH3:3])[CH3:2].[NH2:5][CH:6]([C:11]1[CH:16]=[CH:15][CH:14]=[C:13]([F:17])[CH:12]=1)[CH2:7][C:8](O)=[O:9].S(=O)(=O)(O)O.[OH-].[Na+]. The catalyst is O. The product is [NH2:5][CH:6]([C:11]1[CH:16]=[CH:15][CH:14]=[C:13]([F:17])[CH:12]=1)[CH2:7][C:8]([O:4][CH:1]([CH3:3])[CH3:2])=[O:9]. The yield is 0.900. (6) The reactants are [C:1]([O:8][CH3:9])(=[O:7])/[CH:2]=[CH:3]/[C:4]([OH:6])=[O:5].C(OC([N:17]1[CH2:22][CH2:21][N:20]([C:23](=[O:26])[CH2:24][Cl:25])[CH2:19][CH2:18]1)=O)(C)(C)C.Cl. The catalyst is CN1C(=O)CCC1.O1CCOCC1. The product is [ClH:25].[C:1]([O:8][CH3:9])(=[O:7])/[CH:2]=[CH:3]/[C:4]([O:6][CH2:24][C:23](=[O:26])[N:20]1[CH2:19][CH2:18][NH:17][CH2:22][CH2:21]1)=[O:5]. The yield is 0.410. (7) The yield is 0.560. The catalyst is C(Cl)Cl. The reactants are Cl.[NH2:2][CH2:3][CH2:4][N:5]1[CH2:12][CH:11]2[O:13][CH:7]([CH2:8][N:9]([CH2:14][CH2:15][O:16][C:17]3[CH:24]=[CH:23][C:20]([C:21]#[N:22])=[CH:19][C:18]=3[F:25])[CH2:10]2)[CH2:6]1.[F:26][C:27]1[CH:32]=[C:31]([F:33])[CH:30]=[CH:29][C:28]=1[S:34](Cl)(=[O:36])=[O:35].C(N(CC)CC)C. The product is [C:21]([C:20]1[CH:23]=[CH:24][C:17]([O:16][CH2:15][CH2:14][N:9]2[CH2:10][CH:11]3[O:13][CH:7]([CH2:6][N:5]([CH2:4][CH2:3][NH:2][S:34]([C:28]4[CH:29]=[CH:30][C:31]([F:33])=[CH:32][C:27]=4[F:26])(=[O:36])=[O:35])[CH2:12]3)[CH2:8]2)=[C:18]([F:25])[CH:19]=1)#[N:22].